This data is from Catalyst prediction with 721,799 reactions and 888 catalyst types from USPTO. The task is: Predict which catalyst facilitates the given reaction. (1) Reactant: Br[C:2]1[CH2:16][C:5]2([CH2:8][N:7]([C:9]([O:11][C:12]([CH3:15])([CH3:14])[CH3:13])=[O:10])[CH2:6]2)[O:4][N:3]=1.[NH:17]1[CH2:22][CH2:21][CH:20]([C:23]([O:25][CH2:26][CH3:27])=[O:24])[CH2:19][CH2:18]1.C(=O)([O-])[O-].[Na+].[Na+].CN(C=O)C. Product: [CH2:26]([O:25][C:23]([CH:20]1[CH2:21][CH2:22][N:17]([C:2]2[CH2:16][C:5]3([CH2:8][N:7]([C:9]([O:11][C:12]([CH3:15])([CH3:14])[CH3:13])=[O:10])[CH2:6]3)[O:4][N:3]=2)[CH2:18][CH2:19]1)=[O:24])[CH3:27]. The catalyst class is: 6. (2) Reactant: [F:1][C:2]1[CH:7]=[CH:6][C:5]([C:8]2[C:12]([C:13]3[CH:18]=[CH:17][N:16]=[C:15](SC)[N:14]=3)=[CH:11][N:10]([CH:21]([CH3:23])[CH3:22])[N:9]=2)=[CH:4][CH:3]=1.Cl[C:25]1C=CC=C(C(OO)=O)C=1.O.[S:36]([O-:39])([O-])=[O:37].[Na+].[Na+]. Product: [F:1][C:2]1[CH:7]=[CH:6][C:5]([C:8]2[C:12]([C:13]3[CH:18]=[CH:17][N:16]=[C:15]([S:36]([CH3:25])(=[O:39])=[O:37])[N:14]=3)=[CH:11][N:10]([CH:21]([CH3:22])[CH3:23])[N:9]=2)=[CH:4][CH:3]=1. The catalyst class is: 4. (3) Reactant: [CH:1]1([CH2:4][N:5]2[CH:10]=[CH:9][C:8](O)=[C:7]([C:12]#[N:13])[C:6]2=[O:14])[CH2:3][CH2:2]1.O(Br)[Br:16].[P+3]. Product: [Br:16][C:8]1[CH:9]=[CH:10][N:5]([CH2:4][CH:1]2[CH2:3][CH2:2]2)[C:6](=[O:14])[C:7]=1[C:12]#[N:13]. The catalyst class is: 3.